From a dataset of Full USPTO retrosynthesis dataset with 1.9M reactions from patents (1976-2016). Predict the reactants needed to synthesize the given product. (1) Given the product [F:35][C:22]1[C:21]([CH2:20][O:1][C:2]2[CH:3]=[N:4][C:5]3[C:10]([CH:11]=2)=[CH:9][CH:8]=[CH:7][CH:6]=3)=[C:26]([F:27])[CH:25]=[CH:24][C:23]=1[NH:28][S:29]([CH2:32][CH2:33][CH3:34])(=[O:31])=[O:30], predict the reactants needed to synthesize it. The reactants are: [OH:1][C:2]1[CH:3]=[N:4][C:5]2[C:10]([CH:11]=1)=[CH:9][CH:8]=[CH:7][CH:6]=2.CN(C)C=O.[H-].[Na+].Br[CH2:20][C:21]1[C:22]([F:35])=[C:23]([NH:28][S:29]([CH2:32][CH2:33][CH3:34])(=[O:31])=[O:30])[CH:24]=[CH:25][C:26]=1[F:27]. (2) Given the product [NH2:1][C:2]1[N:3]=[C:4]([C:18]2[O:19][CH:20]=[CH:21][CH:22]=2)[C:5]([C:16]#[N:17])=[C:6]([CH:23]=[CH2:24])[N:7]=1, predict the reactants needed to synthesize it. The reactants are: [NH2:1][C:2]1[N:7]=[C:6](OS(C(F)(F)F)(=O)=O)[C:5]([C:16]#[N:17])=[C:4]([C:18]2[O:19][CH:20]=[CH:21][CH:22]=2)[N:3]=1.[CH:23]([Sn](CCCC)(CCCC)CCCC)=[CH2:24].C(=O)([O-])[O-].[Na+].[Na+]. (3) Given the product [CH3:1][C:2]([CH3:7])([CH3:3])[CH2:26][C:25]([NH:20][C:3]1[C:4]([CH3:19])=[C:5]([CH3:18])[C:6]2[O:10][CH2:9][CH:8]([C:11]3[CH:16]=[CH:15][C:14]([CH3:17])=[CH:13][CH:12]=3)[C:7]=2[C:2]=1[CH3:1])=[O:24], predict the reactants needed to synthesize it. The reactants are: [CH3:1][C:2]1[C:7]2[CH:8]([C:11]3[CH:16]=[CH:15][C:14]([CH3:17])=[CH:13][CH:12]=3)[CH2:9][O:10][C:6]=2[C:5]([CH3:18])=[C:4]([CH3:19])[C:3]=1[NH2:20].C([O:24][CH2:25][CH3:26])(=O)C. (4) The reactants are: [C:1]([C:3]1[CH:4]=[N:5][C:6]2[C:11]([C:12]=1[OH:13])=[C:10]([O:14][CH:15]1[CH2:20][CH2:19][N:18]([CH3:21])[CH2:17][CH2:16]1)[CH:9]=[C:8](F)[CH:7]=2)#[N:2].CO.C[C:26](C)([O-:28])C.[K+].Cl. Given the product [C:1]([C:3]1[CH:4]=[N:5][C:6]2[C:11]([C:12]=1[OH:13])=[C:10]([O:14][CH:15]1[CH2:20][CH2:19][N:18]([CH3:21])[CH2:17][CH2:16]1)[CH:9]=[C:8]([O:28][CH3:26])[CH:7]=2)#[N:2], predict the reactants needed to synthesize it. (5) Given the product [C:5]1([CH3:17])[CH:10]=[CH:9][C:8]([S:11]([NH:1][C:2]([NH2:4])=[S:3])(=[O:13])=[O:12])=[CH:7][CH:6]=1, predict the reactants needed to synthesize it. The reactants are: [NH2:1][C:2]([NH2:4])=[S:3].[C:5]1([CH3:17])[CH:10]=[CH:9][C:8]([S:11](N=C=O)(=[O:13])=[O:12])=[CH:7][CH:6]=1. (6) Given the product [OH:12][C:3]1[C:2]([NH:1][C:21]([NH:20][C:15]2[CH:16]=[CH:17][CH:18]=[CH:19][C:14]=2[Br:13])=[O:22])=[CH:11][C:10]2[C:5](=[CH:6][CH:7]=[CH:8][CH:9]=2)[CH:4]=1, predict the reactants needed to synthesize it. The reactants are: [NH2:1][C:2]1[C:3]([OH:12])=[CH:4][C:5]2[C:10]([CH:11]=1)=[CH:9][CH:8]=[CH:7][CH:6]=2.[Br:13][C:14]1[CH:19]=[CH:18][CH:17]=[CH:16][C:15]=1[N:20]=[C:21]=[O:22]. (7) Given the product [I:21][C:18]1[CH:19]=[C:20]2[C:15](=[CH:16][CH:17]=1)[N:14]=[CH:13][C:12]([C:22]#[N:23])=[C:11]2[CH2:5][CH2:24][CH2:25][CH2:26][CH3:27], predict the reactants needed to synthesize it. The reactants are: C(OC(=O)[C:5]([CH2:24][CH2:25][CH2:26][CH3:27])([C:11]1[C:20]2[C:15](=[CH:16][CH:17]=[C:18]([I:21])[CH:19]=2)[N:14]=[CH:13][C:12]=1[C:22]#[N:23])C(OCC)=O)C.[Cl-].[Li+].O. (8) Given the product [OH:53][CH:51]1[C:48]2([CH2:50][CH2:49]2)[CH2:47][N:46]([CH2:45][CH2:44][CH2:43][O:21][C:15]2[CH:14]=[C:13]3[C:18]([C:9]([O:8][C:7]4[CH:6]=[CH:5][C:4]([N:22]([C:31]5[CH:36]=[CH:35][C:34]([F:37])=[CH:33][CH:32]=5)[C:23]([C:25]5([C:28]([NH2:30])=[O:29])[CH2:27][CH2:26]5)=[O:24])=[CH:3][C:2]=4[F:1])=[CH:10][CH:11]=[N:12]3)=[CH:17][C:16]=2[O:19][CH3:20])[CH2:52]1, predict the reactants needed to synthesize it. The reactants are: [F:1][C:2]1[CH:3]=[C:4]([N:22]([C:31]2[CH:36]=[CH:35][C:34]([F:37])=[CH:33][CH:32]=2)[C:23]([C:25]2([C:28]([NH2:30])=[O:29])[CH2:27][CH2:26]2)=[O:24])[CH:5]=[CH:6][C:7]=1[O:8][C:9]1[C:18]2[C:13](=[CH:14][C:15]([OH:21])=[C:16]([O:19][CH3:20])[CH:17]=2)[N:12]=[CH:11][CH:10]=1.CS(O[CH2:43][CH2:44][CH2:45][N:46]1[CH2:52][CH:51]([OH:53])[C:48]2([CH2:50][CH2:49]2)[CH2:47]1)(=O)=O.C([O-])([O-])=O.[Cs+].[Cs+]. (9) Given the product [Cl:16][C:13]1[CH:14]=[CH:15][C:10]([S:8]([C:6]2[CH:5]=[CH:4][C:3]([CH2:17][O:18][CH2:19][O:20][CH3:21])=[C:2]([B:25]3[O:26][C:27]([CH3:29])([CH3:28])[C:23]([CH3:39])([CH3:22])[O:24]3)[CH:7]=2)=[O:9])=[CH:11][CH:12]=1, predict the reactants needed to synthesize it. The reactants are: Br[C:2]1[CH:7]=[C:6]([S:8]([C:10]2[CH:15]=[CH:14][C:13]([Cl:16])=[CH:12][CH:11]=2)=[O:9])[CH:5]=[CH:4][C:3]=1[CH2:17][O:18][CH2:19][O:20][CH3:21].[CH3:22][C:23]1([CH3:39])[C:27]([CH3:29])([CH3:28])[O:26][B:25]([B:25]2[O:26][C:27]([CH3:29])([CH3:28])[C:23]([CH3:39])([CH3:22])[O:24]2)[O:24]1.CC([O-])=O.[K+].